From a dataset of Merck oncology drug combination screen with 23,052 pairs across 39 cell lines. Regression. Given two drug SMILES strings and cell line genomic features, predict the synergy score measuring deviation from expected non-interaction effect. (1) Drug 1: Cn1nnc2c(C(N)=O)ncn2c1=O. Drug 2: COC1=C2CC(C)CC(OC)C(O)C(C)C=C(C)C(OC(N)=O)C(OC)C=CC=C(C)C(=O)NC(=CC1=O)C2=O. Cell line: KPL1. Synergy scores: synergy=-34.1. (2) Drug 1: CCC1=CC2CN(C1)Cc1c([nH]c3ccccc13)C(C(=O)OC)(c1cc3c(cc1OC)N(C)C1C(O)(C(=O)OC)C(OC(C)=O)C4(CC)C=CCN5CCC31C54)C2. Drug 2: Cn1c(=O)n(-c2ccc(C(C)(C)C#N)cc2)c2c3cc(-c4cnc5ccccc5c4)ccc3ncc21. Cell line: COLO320DM. Synergy scores: synergy=27.9. (3) Drug 1: C#Cc1cccc(Nc2ncnc3cc(OCCOC)c(OCCOC)cc23)c1. Drug 2: CC1(c2nc3c(C(N)=O)cccc3[nH]2)CCCN1. Cell line: SW620. Synergy scores: synergy=-11.6. (4) Drug 1: O=P1(N(CCCl)CCCl)NCCCO1. Drug 2: Cn1c(=O)n(-c2ccc(C(C)(C)C#N)cc2)c2c3cc(-c4cnc5ccccc5c4)ccc3ncc21. Cell line: UACC62. Synergy scores: synergy=15.4. (5) Drug 1: O=C(O)C1(Cc2cccc(Nc3nccs3)n2)CCC(Oc2cccc(Cl)c2F)CC1. Drug 2: NC(=O)c1cccc2cn(-c3ccc(C4CCCNC4)cc3)nc12. Cell line: SKMEL30. Synergy scores: synergy=16.7. (6) Drug 1: CN1C(=O)C=CC2(C)C3CCC4(C)C(NC(=O)OCC(F)(F)F)CCC4C3CCC12. Drug 2: N.N.O=C(O)C1(C(=O)O)CCC1.[Pt]. Cell line: NCIH460. Synergy scores: synergy=0.846. (7) Drug 1: CCC1(O)C(=O)OCc2c1cc1n(c2=O)Cc2cc3c(CN(C)C)c(O)ccc3nc2-1. Drug 2: Cn1c(=O)n(-c2ccc(C(C)(C)C#N)cc2)c2c3cc(-c4cnc5ccccc5c4)ccc3ncc21. Cell line: UWB1289. Synergy scores: synergy=4.42.